Dataset: NCI-60 drug combinations with 297,098 pairs across 59 cell lines. Task: Regression. Given two drug SMILES strings and cell line genomic features, predict the synergy score measuring deviation from expected non-interaction effect. (1) Drug 1: CC(CN1CC(=O)NC(=O)C1)N2CC(=O)NC(=O)C2. Drug 2: CCCCCOC(=O)NC1=NC(=O)N(C=C1F)C2C(C(C(O2)C)O)O. Cell line: COLO 205. Synergy scores: CSS=58.4, Synergy_ZIP=2.14, Synergy_Bliss=4.47, Synergy_Loewe=-16.4, Synergy_HSA=3.74. (2) Drug 1: COCCOC1=C(C=C2C(=C1)C(=NC=N2)NC3=CC=CC(=C3)C#C)OCCOC. Drug 2: CC1CC(C(C(C=C(C(C(C=CC=C(C(=O)NC2=CC(=O)C(=C(C1)C2=O)OC)C)OC)OC(=O)N)C)C)O)OC. Cell line: T-47D. Synergy scores: CSS=23.5, Synergy_ZIP=2.75, Synergy_Bliss=4.13, Synergy_Loewe=4.07, Synergy_HSA=6.12. (3) Drug 1: C1=CC(=CC=C1CCC2=CNC3=C2C(=O)NC(=N3)N)C(=O)NC(CCC(=O)O)C(=O)O. Drug 2: CCC1=CC2CC(C3=C(CN(C2)C1)C4=CC=CC=C4N3)(C5=C(C=C6C(=C5)C78CCN9C7C(C=CC9)(C(C(C8N6C)(C(=O)OC)O)OC(=O)C)CC)OC)C(=O)OC.C(C(C(=O)O)O)(C(=O)O)O. Cell line: MOLT-4. Synergy scores: CSS=95.2, Synergy_ZIP=0.765, Synergy_Bliss=0.0765, Synergy_Loewe=-1.37, Synergy_HSA=1.17. (4) Drug 1: CC1=C(C=C(C=C1)NC2=NC=CC(=N2)N(C)C3=CC4=NN(C(=C4C=C3)C)C)S(=O)(=O)N.Cl. Drug 2: C1=C(C(=O)NC(=O)N1)N(CCCl)CCCl. Cell line: NCIH23. Synergy scores: CSS=36.0, Synergy_ZIP=-0.475, Synergy_Bliss=-2.39, Synergy_Loewe=-9.76, Synergy_HSA=-2.52. (5) Drug 1: C1=CC(=CC=C1CCC2=CNC3=C2C(=O)NC(=N3)N)C(=O)NC(CCC(=O)O)C(=O)O. Drug 2: CCC1=CC2CC(C3=C(CN(C2)C1)C4=CC=CC=C4N3)(C5=C(C=C6C(=C5)C78CCN9C7C(C=CC9)(C(C(C8N6C)(C(=O)OC)O)OC(=O)C)CC)OC)C(=O)OC.C(C(C(=O)O)O)(C(=O)O)O. Cell line: OVCAR-5. Synergy scores: CSS=54.2, Synergy_ZIP=-3.67, Synergy_Bliss=-0.374, Synergy_Loewe=1.46, Synergy_HSA=1.97. (6) Cell line: K-562. Drug 2: C1CN(CCN1C(=O)CCBr)C(=O)CCBr. Synergy scores: CSS=15.0, Synergy_ZIP=-4.00, Synergy_Bliss=-0.854, Synergy_Loewe=-2.33, Synergy_HSA=-0.816. Drug 1: C1CC(C1)(C(=O)O)C(=O)O.[NH2-].[NH2-].[Pt+2]. (7) Drug 1: CC12CCC(CC1=CCC3C2CCC4(C3CC=C4C5=CN=CC=C5)C)O. Drug 2: C1=CN(C(=O)N=C1N)C2C(C(C(O2)CO)O)O.Cl. Cell line: IGROV1. Synergy scores: CSS=5.56, Synergy_ZIP=-4.86, Synergy_Bliss=-6.70, Synergy_Loewe=-9.13, Synergy_HSA=-5.78.